Predict the product of the given reaction. From a dataset of Forward reaction prediction with 1.9M reactions from USPTO patents (1976-2016). Given the reactants [OH:1][C:2]1[CH:9]=[CH:8][C:5]([CH:6]=[O:7])=[CH:4][CH:3]=1.N1C=CN=C1.[C:15]([Si:19](Cl)([CH3:21])[CH3:20])([CH3:18])([CH3:17])[CH3:16].O, predict the reaction product. The product is: [Si:19]([O:1][C:2]1[CH:9]=[CH:8][C:5]([CH:6]=[O:7])=[CH:4][CH:3]=1)([C:15]([CH3:18])([CH3:17])[CH3:16])([CH3:21])[CH3:20].